From a dataset of Catalyst prediction with 721,799 reactions and 888 catalyst types from USPTO. Predict which catalyst facilitates the given reaction. Reactant: C([NH:4][C:5]1[C:10]2[CH:11]=[C:12]([C:14]([CH3:17])([CH3:16])[CH3:15])[O:13][C:9]=2[C:8]([C:18]([O:20][CH3:21])=[O:19])=[CH:7][C:6]=1[C:22]1[CH:27]=[CH:26][CH:25]=[CH:24][CH:23]=1)(=O)C.C(=O)([O-])O.O1CCOCC1.O.C(=O)(O)[O-].[Na+]. Product: [NH2:4][C:5]1[C:10]2[CH:11]=[C:12]([C:14]([CH3:16])([CH3:17])[CH3:15])[O:13][C:9]=2[C:8]([C:18]([O:20][CH3:21])=[O:19])=[CH:7][C:6]=1[C:22]1[CH:27]=[CH:26][CH:25]=[CH:24][CH:23]=1. The catalyst class is: 5.